Dataset: Forward reaction prediction with 1.9M reactions from USPTO patents (1976-2016). Task: Predict the product of the given reaction. Given the reactants [F:1][C:2]1[CH:3]=[C:4]2[C:9](=[CH:10][C:11]=1[CH:12]([CH2:15][OH:16])[CH2:13]O)[O:8][CH2:7][CH:6]([CH2:17][CH2:18][CH3:19])[CH2:5]2.C([Li])CCC.C1(C)C=CC(S(Cl)(=O)=O)=CC=1, predict the reaction product. The product is: [F:1][C:2]1[CH:3]=[C:4]2[C:9](=[CH:10][C:11]=1[CH:12]1[CH2:15][O:16][CH2:13]1)[O:8][CH2:7][CH:6]([CH2:17][CH2:18][CH3:19])[CH2:5]2.